Dataset: Forward reaction prediction with 1.9M reactions from USPTO patents (1976-2016). Task: Predict the product of the given reaction. Given the reactants S(Cl)(Cl)=O.[CH2:5]([NH:12][C@@H:13]1[CH2:18][CH2:17][C@H:16]([C:19]([OH:21])=[O:20])[CH2:15][CH2:14]1)[C:6]1[CH:11]=[CH:10][CH:9]=[CH:8][CH:7]=1.[CH3:22]O, predict the reaction product. The product is: [CH2:5]([NH:12][C@@H:13]1[CH2:14][CH2:15][C@H:16]([C:19]([O:21][CH3:22])=[O:20])[CH2:17][CH2:18]1)[C:6]1[CH:11]=[CH:10][CH:9]=[CH:8][CH:7]=1.